This data is from Full USPTO retrosynthesis dataset with 1.9M reactions from patents (1976-2016). The task is: Predict the reactants needed to synthesize the given product. (1) Given the product [Br:11][C:2]1[NH:1][C:9]2[CH2:8][CH2:7][CH2:6][C:5](=[O:10])[C:4]=2[CH:3]=1, predict the reactants needed to synthesize it. The reactants are: [NH:1]1[C:9]2[CH2:8][CH2:7][CH2:6][C:5](=[O:10])[C:4]=2[CH:3]=[CH:2]1.[Br-:11].[Br-].[Br-].C1([N+](C)(C)C)C=CC=CC=1.C1([N+](C)(C)C)C=CC=CC=1.C1([N+](C)(C)C)C=CC=CC=1. (2) Given the product [Br:1][C:2]1[C:12]([O:13][CH2:14][C:15](=[N:48][O:47][CH2:45][CH3:46])[CH3:17])=[C:11]([Br:18])[CH:10]=[CH:9][C:3]=1[C:4]([O:6][CH2:7][CH3:8])=[O:5], predict the reactants needed to synthesize it. The reactants are: [Br:1][C:2]1[C:12]([O:13][CH2:14][C:15]([CH3:17])=O)=[C:11]([Br:18])[CH:10]=[CH:9][C:3]=1[C:4]([O:6][CH2:7][CH3:8])=[O:5].BrC1C(O)=C(Br)C=CC=1C(OCC)=O.ClCC(=O)C.C([O-])([O-])=O.[Na+].[Na+].Cl.[CH2:45]([O:47][NH2:48])[CH3:46]. (3) Given the product [F:1][C:2]1[CH:3]=[C:4]([CH2:8][CH2:9][C:10]2[S:34][C:14]([C:16]3[CH:17]=[C:18]4[C:22](=[CH:23][CH:24]=3)[NH:21][N:20]=[CH:19]4)=[N:13][N:12]=2)[CH:5]=[CH:6][CH:7]=1, predict the reactants needed to synthesize it. The reactants are: [F:1][C:2]1[CH:3]=[C:4]([CH2:8][CH2:9][C:10]([NH:12][NH:13][C:14]([C:16]2[CH:17]=[C:18]3[C:22](=[CH:23][CH:24]=2)[NH:21][N:20]=[CH:19]3)=O)=O)[CH:5]=[CH:6][CH:7]=1.COC1C=CC(P2(=S)SP(=S)(C3C=CC(OC)=CC=3)[S:34]2)=CC=1.